This data is from Forward reaction prediction with 1.9M reactions from USPTO patents (1976-2016). The task is: Predict the product of the given reaction. (1) Given the reactants [C:1]([C:5]1[CH:54]=[CH:53][C:8]([CH2:9][O:10][C:11]2[CH:16]=[CH:15][CH:14]=[CH:13][C:12]=2/[CH:17]=[CH:18]/[CH:19]([CH2:33][C:34]2[CH:39]=[C:38]([F:40])[C:37]([O:41][Si](C(C)C)(C(C)C)C(C)C)=[C:36]([F:52])[CH:35]=2)[CH2:20][CH2:21][C:22]2[CH:27]=[CH:26][C:25]([C:28]3[NH:32][N:31]=[N:30][N:29]=3)=[CH:24][CH:23]=2)=[CH:7][CH:6]=1)([CH3:4])([CH3:3])[CH3:2].[F-].C([N+](CCCC)(CCCC)CCCC)CCC.O=O.[Cl-].[NH4+], predict the reaction product. The product is: [C:1]([C:5]1[CH:54]=[CH:53][C:8]([CH2:9][O:10][C:11]2[CH:16]=[CH:15][CH:14]=[CH:13][C:12]=2/[CH:17]=[CH:18]/[CH:19]([CH2:20][CH2:21][C:22]2[CH:27]=[CH:26][C:25]([C:28]3[NH:32][N:31]=[N:30][N:29]=3)=[CH:24][CH:23]=2)[CH2:33][C:34]2[CH:39]=[C:38]([F:40])[C:37]([OH:41])=[C:36]([F:52])[CH:35]=2)=[CH:7][CH:6]=1)([CH3:4])([CH3:2])[CH3:3]. (2) Given the reactants [CH3:1][C:2]1[C:8]([N:9]2[CH2:14][CH2:13][O:12][CH2:11][CH2:10]2)=[C:7]([CH3:15])[CH:6]=[C:5]([CH3:16])[C:3]=1[NH2:4].C[Al](C)C.[F:21][C:22]1[CH:27]=[CH:26][CH:25]=[CH:24][C:23]=1[S:28]([NH:31][C:32]1[CH:36]=[CH:35][S:34][C:33]=1[C:37](OC)=[O:38])(=[O:30])=[O:29].Cl, predict the reaction product. The product is: [F:21][C:22]1[CH:27]=[CH:26][CH:25]=[CH:24][C:23]=1[S:28]([NH:31][C:32]1[CH:36]=[CH:35][S:34][C:33]=1[C:37]([NH:4][C:3]1[C:5]([CH3:16])=[CH:6][C:7]([CH3:15])=[C:8]([N:9]2[CH2:10][CH2:11][O:12][CH2:13][CH2:14]2)[C:2]=1[CH3:1])=[O:38])(=[O:30])=[O:29]. (3) Given the reactants Cl[C:2]1[CH:7]=[C:6]([O:8][C:9]2[CH:10]=[N:11][C:12]([NH2:15])=[N:13][CH:14]=2)[CH:5]=[CH:4][N:3]=1.[CH3:16][N:17]1[CH:21]=[C:20](B2OC(C)(C)C(C)(C)O2)[CH:19]=[N:18]1.C(=O)([O-])[O-].[K+].[K+], predict the reaction product. The product is: [CH3:16][N:17]1[CH:21]=[C:20]([C:2]2[CH:7]=[C:6]([O:8][C:9]3[CH:10]=[N:11][C:12]([NH2:15])=[N:13][CH:14]=3)[CH:5]=[CH:4][N:3]=2)[CH:19]=[N:18]1.